Dataset: Reaction yield outcomes from USPTO patents with 853,638 reactions. Task: Predict the reaction yield, written as a fraction of the theoretical maximum amount of product (1.0 means a 100% yield; for example, 0.34 means a 34% yield). (1) The reactants are I[C:2]1[C:7]([C:8]([F:11])([F:10])[F:9])=[CH:6][C:5]([C:12]([F:15])([F:14])[F:13])=[CH:4][C:3]=1[C:16]([F:19])([F:18])[F:17].[O-]P([O-])([O-])=O.[K+].[K+].[K+].[Si:28]([O:35][CH2:36][C:37]1[CH:42]=[CH:41][C:40](B2OC(C)(C)C(C)(C)O2)=[CH:39][N:38]=1)([C:31]([CH3:34])([CH3:33])[CH3:32])([CH3:30])[CH3:29]. The catalyst is O. The product is [Si:28]([O:35][CH2:36][C:37]1[CH:42]=[CH:41][C:40]([C:2]2[C:7]([C:8]([F:11])([F:10])[F:9])=[CH:6][C:5]([C:12]([F:15])([F:14])[F:13])=[CH:4][C:3]=2[C:16]([F:19])([F:18])[F:17])=[CH:39][N:38]=1)([C:31]([CH3:34])([CH3:33])[CH3:32])([CH3:30])[CH3:29]. The yield is 0.840. (2) The reactants are [F:1][C:2]1[CH:3]=[C:4]([CH:7]=[C:8]([N+:10]([O-:12])=[O:11])[CH:9]=1)[C:5]#[N:6].O.S(=O)(=O)(O)[OH:15].N. The catalyst is C(O)(C(F)(F)F)=O. The yield is 0.360. The product is [F:1][C:2]1[CH:3]=[C:4]([CH:7]=[C:8]([N+:10]([O-:12])=[O:11])[CH:9]=1)[C:5]([NH2:6])=[O:15]. (3) The catalyst is N1C=CC=CC=1.C(O)C.[Cl-].[NH4+]. The reactants are [Br:1][C:2]1[C:9]([F:10])=[CH:8][C:5]([CH:6]=O)=[C:4]([F:11])[CH:3]=1.Cl.[OH:13][NH2:14]. The yield is 0.530. The product is [Br:1][C:2]1[C:9]([F:10])=[CH:8][C:5](/[CH:6]=[N:14]/[OH:13])=[C:4]([F:11])[CH:3]=1. (4) The reactants are C([Si](C)(C)[O:6][CH2:7][CH2:8][O:9][C:10]1[C:11]([Cl:34])=[CH:12][C:13]([CH3:33])=[C:14]([NH:16][C:17]2[N:25]3[C:20]([CH2:21][O:22][CH2:23][C@H:24]3[C:26]3[CH:31]=[CH:30][C:29]([F:32])=[CH:28][CH:27]=3)=[N:19][N:18]=2)[CH:15]=1)(C)(C)C.Cl. The catalyst is CO. The product is [Cl:34][C:11]1[CH:12]=[C:13]([CH3:33])[C:14]([NH:16][C:17]2[N:25]3[C:20]([CH2:21][O:22][CH2:23][C@H:24]3[C:26]3[CH:31]=[CH:30][C:29]([F:32])=[CH:28][CH:27]=3)=[N:19][N:18]=2)=[CH:15][C:10]=1[O:9][CH2:8][CH2:7][OH:6]. The yield is 0.950. (5) The reactants are C([O:4][CH2:5][C:6]1[C:7]([N:27]2[CH2:39][CH2:38][N:30]3[C:31]4[CH2:32][CH2:33][CH2:34][CH2:35][C:36]=4[CH:37]=[C:29]3[C:28]2=[O:40])=[N:8][CH:9]=[CH:10][C:11]=1[C:12]1[CH:17]=[C:16]([NH:18][C:19]2[CH:24]=[CH:23][N:22]=[CH:21][N:20]=2)[C:15](=[O:25])[N:14]([CH3:26])[CH:13]=1)(=O)C.[Li+].[OH-]. The catalyst is CC(O)C.C1COCC1.O. The product is [OH:4][CH2:5][C:6]1[C:7]([N:27]2[CH2:39][CH2:38][N:30]3[C:31]4[CH2:32][CH2:33][CH2:34][CH2:35][C:36]=4[CH:37]=[C:29]3[C:28]2=[O:40])=[N:8][CH:9]=[CH:10][C:11]=1[C:12]1[CH:17]=[C:16]([NH:18][C:19]2[CH:24]=[CH:23][N:22]=[CH:21][N:20]=2)[C:15](=[O:25])[N:14]([CH3:26])[CH:13]=1. The yield is 0.482. (6) The reactants are [CH:1]([C:4]1[CH:9]=[CH:8][CH:7]=[C:6]([C:10]2[CH:15]=[CH:14][CH:13]=[CH:12][CH:11]=2)[C:5]=1[OH:16])([CH3:3])[CH3:2].[H-].[Na+].[Cl:19][Ti:20](Cl)([Cl:31])[C:21]1([CH3:30])[C:25]([CH3:26])=[C:24]([CH3:27])[C:23]([CH3:28])=[C:22]1[CH3:29]. The catalyst is C1(C)C=CC=CC=1. The product is [Cl:19][Ti:20]([Cl:31])([C:21]1([CH3:30])[C:22]([CH3:29])=[C:23]([CH3:28])[C:24]([CH3:27])=[C:25]1[CH3:26])[O:16][C:5]1[C:6]([C:10]2[CH:15]=[CH:14][CH:13]=[CH:12][CH:11]=2)=[CH:7][CH:8]=[CH:9][C:4]=1[CH:1]([CH3:3])[CH3:2]. The yield is 0.640. (7) The reactants are Br[C:2]1[CH:3]=[C:4]([NH:10][C:11]2[CH:16]=[N:15][CH:14]=[CH:13][N:12]=2)[C:5](=[O:9])[N:6]([CH3:8])[CH:7]=1.[C:17]([O:20][CH2:21][C:22]1[C:23]([N:37]2[CH2:49][CH2:48][N:40]3[C:41]4[CH2:42][CH2:43][CH2:44][CH2:45][C:46]=4[CH:47]=[C:39]3[C:38]2=[O:50])=[N:24][CH:25]=[CH:26][C:27]=1B1OC(C)(C)C(C)(C)O1)(=[O:19])[CH3:18].[O-]P([O-])([O-])=O.[K+].[K+].[K+].C([O-])(=O)C.[Na+]. The catalyst is C1C=CC(P(C2C=CC=CC=2)[C-]2C=CC=C2)=CC=1.C1C=CC(P(C2C=CC=CC=2)[C-]2C=CC=C2)=CC=1.Cl[Pd]Cl.[Fe+2].O.C(#N)C. The product is [C:17]([O:20][CH2:21][C:22]1[C:23]([N:37]2[CH2:49][CH2:48][N:40]3[C:41]4[CH2:42][CH2:43][CH2:44][CH2:45][C:46]=4[CH:47]=[C:39]3[C:38]2=[O:50])=[N:24][CH:25]=[CH:26][C:27]=1[C:2]1[CH:3]=[C:4]([NH:10][C:11]2[CH:16]=[N:15][CH:14]=[CH:13][N:12]=2)[C:5](=[O:9])[N:6]([CH3:8])[CH:7]=1)(=[O:19])[CH3:18]. The yield is 0.400. (8) The reactants are [Cl:1][C:2]1[N:3]=[C:4](Cl)[C:5]2[S:10][CH:9]=[CH:8][C:6]=2[N:7]=1.[NH:12]1[CH2:17][CH2:16][O:15][CH2:14][CH2:13]1. The catalyst is CO. The product is [Cl:1][C:2]1[N:3]=[C:4]([N:12]2[CH2:17][CH2:16][O:15][CH2:14][CH2:13]2)[C:5]2[S:10][CH:9]=[CH:8][C:6]=2[N:7]=1. The yield is 1.00.